This data is from Reaction yield outcomes from USPTO patents with 853,638 reactions. The task is: Predict the reaction yield, written as a fraction of the theoretical maximum amount of product (1.0 means a 100% yield; for example, 0.34 means a 34% yield). (1) The reactants are [C:1]([O:5][C:6]([NH:8][C@@H:9]([CH2:14][C:15]1[C:24]2[C:19](=[CH:20][CH:21]=[CH:22][CH:23]=2)[C:18]([CH2:25][CH2:26][CH2:27][CH2:28][NH:29][C:30]([NH:32][C:33]([C:35]2[C:40]([NH2:41])=[N:39][C:38]([NH2:42])=[C:37]([Cl:43])[N:36]=2)=[O:34])=[NH:31])=[CH:17][CH:16]=1)[C:10]([O:12]C)=[O:11])=[O:7])([CH3:4])([CH3:3])[CH3:2].CO.[Li+].[OH-].Cl. The catalyst is C1COCC1.O. The product is [C:1]([O:5][C:6]([NH:8][C@@H:9]([CH2:14][C:15]1[C:24]2[C:19](=[CH:20][CH:21]=[CH:22][CH:23]=2)[C:18]([CH2:25][CH2:26][CH2:27][CH2:28][NH:29][C:30]([NH:32][C:33]([C:35]2[C:40]([NH2:41])=[N:39][C:38]([NH2:42])=[C:37]([Cl:43])[N:36]=2)=[O:34])=[NH:31])=[CH:17][CH:16]=1)[C:10]([OH:12])=[O:11])=[O:7])([CH3:4])([CH3:2])[CH3:3]. The yield is 0.760. (2) The reactants are [Cl:1][CH2:2][C:3](Cl)=[O:4].[N:6]1[CH:11]=[CH:10][CH:9]=[N:8][C:7]=1[C:12]1[CH:13]=[CH:14][C:15]([C:18]2[CH2:19][CH2:20][NH:21][CH2:22][CH:23]=2)=[N:16][CH:17]=1.C([O-])(O)=O.[Na+]. The catalyst is C(Cl)Cl. The product is [Cl:1][CH2:2][C:3]([N:21]1[CH2:22][CH:23]=[C:18]([C:15]2[CH:14]=[CH:13][C:12]([C:7]3[N:6]=[CH:11][CH:10]=[CH:9][N:8]=3)=[CH:17][N:16]=2)[CH2:19][CH2:20]1)=[O:4]. The yield is 1.00. (3) The reactants are [CH3:1][C:2]1([C:8]([OH:10])=O)[CH2:7][CH2:6][CH2:5][CH2:4][CH2:3]1.[S:11]1[CH:15]=[CH:14][CH:13]=[C:12]1[CH2:16]N.[CH2:18]([N:20](CC)CC)C.CCN=C=NCCCN(C)C. The catalyst is C(Cl)Cl.CN(C1C=CN=CC=1)C. The product is [S:11]1[CH:15]=[CH:14][CH:13]=[C:12]1[CH2:16][CH2:18][NH:20][C:8]([C:2]1([CH3:1])[CH2:3][CH2:4][CH2:5][CH2:6][CH2:7]1)=[O:10]. The yield is 0.800.